From a dataset of Full USPTO retrosynthesis dataset with 1.9M reactions from patents (1976-2016). Predict the reactants needed to synthesize the given product. (1) Given the product [CH2:1]([O:3][C:4]1[N:8]([C:9]2[C:17]3[O:16][CH2:15][C@@H:14]([NH:18][C:19]4[CH:31]=[CH:30][C:22]5[C@H:23]([CH2:26][C:27]([O-:29])=[O:28])[CH2:24][O:25][C:21]=5[CH:20]=4)[C:13]=3[CH:12]=[CH:11][CH:10]=2)[C:7]2[CH:32]=[CH:33][CH:34]=[CH:35][C:6]=2[N:5]=1)[CH3:2].[Na+:37], predict the reactants needed to synthesize it. The reactants are: [CH2:1]([O:3][C:4]1[N:8]([C:9]2[C:17]3[O:16][CH2:15][C@@H:14]([NH:18][C:19]4[CH:31]=[CH:30][C:22]5[C@H:23]([CH2:26][C:27]([OH:29])=[O:28])[CH2:24][O:25][C:21]=5[CH:20]=4)[C:13]=3[CH:12]=[CH:11][CH:10]=2)[C:7]2[CH:32]=[CH:33][CH:34]=[CH:35][C:6]=2[N:5]=1)[CH3:2].[OH-].[Na+:37].C(#N)C. (2) Given the product [F:1][C:2]1[CH:7]=[C:6]([CH3:8])[C:5]([S:9]([CH2:10][C:11]([F:12])([F:13])[F:14])=[O:38])=[CH:4][C:3]=1[N:15]1[C:19]([CH3:20])=[CH:18][C:17]([O:21][CH2:22][C:23]([F:28])([F:29])[C:24]([F:25])([F:26])[F:27])=[N:16]1, predict the reactants needed to synthesize it. The reactants are: [F:1][C:2]1[CH:7]=[C:6]([CH3:8])[C:5]([S:9][CH2:10][C:11]([F:14])([F:13])[F:12])=[CH:4][C:3]=1[N:15]1[C:19]([CH3:20])=[CH:18][C:17]([O:21][CH2:22][C:23]([F:29])([F:28])[C:24]([F:27])([F:26])[F:25])=[N:16]1.ClC1C=CC=C(C(OO)=[O:38])C=1. (3) Given the product [CH3:1][O:2][C:3]1[CH:4]=[C:5]2[C:10](=[CH:11][C:12]=1[O:13][CH3:14])[N:9]=[CH:8][CH:7]=[C:6]2[O:15][C:16]1[CH:22]=[CH:21][C:19]([NH:20][C:41](=[O:47])[O:40][CH2:38][CH2:58][CH2:57][S:56][C:53]2[CH:54]=[CH:55][C:50]([CH3:49])=[CH:51][CH:52]=2)=[CH:18][CH:17]=1, predict the reactants needed to synthesize it. The reactants are: [CH3:1][O:2][C:3]1[CH:4]=[C:5]2[C:10](=[CH:11][C:12]=1[O:13][CH3:14])[N:9]=[CH:8][CH:7]=[C:6]2[O:15][C:16]1[CH:22]=[CH:21][C:19]([NH2:20])=[CH:18][CH:17]=1.C1(C)C=CC=CC=1.C(N(CC)CC)C.Cl[C:38](Cl)([O:40][C:41](=[O:47])OC(Cl)(Cl)Cl)Cl.[CH3:49][C:50]1[CH:55]=[CH:54][C:53]([S:56][CH2:57][CH2:58]CO)=[CH:52][CH:51]=1.